From a dataset of Forward reaction prediction with 1.9M reactions from USPTO patents (1976-2016). Predict the product of the given reaction. (1) Given the reactants [N+:1]([C:4]1[CH:9]=[CH:8][C:7]([NH:10][NH2:11])=[CH:6][CH:5]=1)([O-:3])=[O:2].Cl.C[N:14](C)[CH:15]=[CH:16][C:17]#N.N, predict the reaction product. The product is: [NH2:14][C:15]1[N:10]([C:7]2[CH:6]=[CH:5][C:4]([N+:1]([O-:3])=[O:2])=[CH:9][CH:8]=2)[N:11]=[CH:17][CH:16]=1. (2) Given the reactants [C:1]([CH2:3][CH:4]([CH:27]1[CH2:31][CH2:30][N:29](C(OCC2C=CC=CC=2)=O)[CH2:28]1)[N:5]1[CH:9]=[C:8]([C:10]2[C:11]3[CH:18]=[CH:17][N:16]([CH2:19][O:20][CH2:21][CH2:22][Si:23]([CH3:26])([CH3:25])[CH3:24])[C:12]=3[N:13]=[CH:14][N:15]=2)[CH:7]=[N:6]1)#[N:2], predict the reaction product. The product is: [NH:29]1[CH2:30][CH2:31][CH:27]([CH:4]([N:5]2[CH:9]=[C:8]([C:10]3[C:11]4[CH:18]=[CH:17][N:16]([CH2:19][O:20][CH2:21][CH2:22][Si:23]([CH3:24])([CH3:26])[CH3:25])[C:12]=4[N:13]=[CH:14][N:15]=3)[CH:7]=[N:6]2)[CH2:3][C:1]#[N:2])[CH2:28]1. (3) Given the reactants C([O:8][C:9]1[C:10]([O:20][CH3:21])=[CH:11][C:12]([N+:17]([O-])=O)=[C:13]([CH:16]=1)[C:14]#[N:15])C1C=CC=CC=1, predict the reaction product. The product is: [NH2:17][C:12]1[CH:11]=[C:10]([O:20][CH3:21])[C:9]([OH:8])=[CH:16][C:13]=1[C:14]#[N:15].